Dataset: Forward reaction prediction with 1.9M reactions from USPTO patents (1976-2016). Task: Predict the product of the given reaction. Given the reactants [H-].[Al+3].[Li+].[H-].[H-].[H-].[NH2:7][C:8]1[N:16]=[C:15]([O:17][CH2:18][CH2:19][CH2:20][CH3:21])[N:14]=[C:13]2[C:9]=1[N:10]=[C:11]([O:44][CH3:45])[N:12]2[CH2:22][CH:23]1[CH2:28][CH2:27][CH2:26][N:25]([CH2:29][C:30]2[CH:39]=[CH:38][C:33]([C:34](OC)=[O:35])=[CH:32][C:31]=2[N:40]([CH:42]=O)[CH3:41])[CH2:24]1, predict the reaction product. The product is: [NH2:7][C:8]1[N:16]=[C:15]([O:17][CH2:18][CH2:19][CH2:20][CH3:21])[N:14]=[C:13]2[C:9]=1[N:10]=[C:11]([O:44][CH3:45])[N:12]2[CH2:22][CH:23]1[CH2:28][CH2:27][CH2:26][N:25]([CH2:29][C:30]2[CH:39]=[CH:38][C:33]([CH2:34][OH:35])=[CH:32][C:31]=2[N:40]([CH3:42])[CH3:41])[CH2:24]1.